Task: Predict the reaction yield, written as a fraction of the theoretical maximum amount of product (1.0 means a 100% yield; for example, 0.34 means a 34% yield).. Dataset: Reaction yield outcomes from USPTO patents with 853,638 reactions (1) The reactants are [NH2:1][C:2]1[N:3]=[C:4]([NH:17][CH:18]2[CH2:23][CH2:22][NH:21][CH2:20][CH2:19]2)[S:5][C:6]=1[C:7]([C:9]1[C:14]([F:15])=[CH:13][CH:12]=[CH:11][C:10]=1[F:16])=[O:8].C(N(C(C)C)CC)(C)C.[Cl:33][CH2:34][CH2:35][CH2:36][S:37](Cl)(=[O:39])=[O:38].O. The catalyst is CN(C=O)C. The product is [NH2:1][C:2]1[N:3]=[C:4]([NH:17][CH:18]2[CH2:23][CH2:22][N:21]([S:37]([CH2:36][CH2:35][CH2:34][Cl:33])(=[O:39])=[O:38])[CH2:20][CH2:19]2)[S:5][C:6]=1[C:7]([C:9]1[C:14]([F:15])=[CH:13][CH:12]=[CH:11][C:10]=1[F:16])=[O:8]. The yield is 0.670. (2) The reactants are [F:1][C:2]1[CH:7]=[CH:6][C:5]([C@:8]([NH:30][C:31]2[S:32][C:33]([CH3:40])=[C:34]([C:36]([F:39])([F:38])[F:37])[N:35]=2)([C:16]2[CH:21]=[C:20]([O:22][C:23]([F:28])([F:27])[CH:24]([F:26])[F:25])[CH:19]=[C:18]([F:29])[CH:17]=2)[CH2:9][C:10]2[CH:15]=[CH:14][CH:13]=[CH:12][CH:11]=2)=[CH:4][C:3]=1[O:41]C.B(Br)(Br)Br. The catalyst is C(Cl)Cl. The product is [F:1][C:2]1[CH:7]=[CH:6][C:5]([C@@:8]([C:16]2[CH:21]=[C:20]([O:22][C:23]([F:27])([F:28])[CH:24]([F:26])[F:25])[CH:19]=[C:18]([F:29])[CH:17]=2)([NH:30][C:31]2[S:32][C:33]([CH3:40])=[C:34]([C:36]([F:38])([F:37])[F:39])[N:35]=2)[CH2:9][C:10]2[CH:11]=[CH:12][CH:13]=[CH:14][CH:15]=2)=[CH:4][C:3]=1[OH:41]. The yield is 0.720.